Dataset: Forward reaction prediction with 1.9M reactions from USPTO patents (1976-2016). Task: Predict the product of the given reaction. (1) Given the reactants [CH3:1][N:2]1[C:6](/[C:7](=[N:14]\[O:15][CH2:16][C:17]2[N:22]=[C:21]([NH:23][C:24](=O)OC(C)(C)C)[CH:20]=[CH:19][CH:18]=2)/[C:8]2[CH:13]=[CH:12][CH:11]=[CH:10][CH:9]=2)=[N:5][C:4](=[O:31])[O:3]1.[H-].[Na+].BrC[CH2:36][CH:37]1[CH2:42][CH2:41][CH2:40][CH2:39][CH2:38]1.FC(F)(F)C(O)=O, predict the reaction product. The product is: [CH:37]1([CH2:36][CH2:24][NH:23][C:21]2[N:22]=[C:17]([CH2:16][O:15]/[N:14]=[C:7](/[C:8]3[CH:9]=[CH:10][CH:11]=[CH:12][CH:13]=3)\[C:6]3[N:2]([CH3:1])[O:3][C:4](=[O:31])[N:5]=3)[CH:18]=[CH:19][CH:20]=2)[CH2:42][CH2:41][CH2:40][CH2:39][CH2:38]1. (2) Given the reactants [CH3:1][O:2][CH2:3][C:4]1[C:8]([C:9]([O:11][CH3:12])=[O:10])=[CH:7][NH:6][N:5]=1.Cl[C:14]1[CH:19]=[CH:18][C:17]([C:20]([F:23])([F:22])[F:21])=[CH:16][N:15]=1, predict the reaction product. The product is: [CH3:1][O:2][CH2:3][C:4]1[C:8]([C:9]([O:11][CH3:12])=[O:10])=[CH:7][N:6]([C:14]2[CH:19]=[CH:18][C:17]([C:20]([F:23])([F:22])[F:21])=[CH:16][N:15]=2)[N:5]=1. (3) Given the reactants C(Cl)(=O)C(Cl)=O.[OH:7][CH2:8][CH:9]1[CH2:14][CH2:13][N:12]([C:15]2[CH:16]=[CH:17][C:18](=[O:22])[N:19]([CH3:21])[N:20]=2)[CH2:11][CH2:10]1.C(N(CC)CC)C.O, predict the reaction product. The product is: [CH3:21][N:19]1[C:18](=[O:22])[CH:17]=[CH:16][C:15]([N:12]2[CH2:13][CH2:14][CH:9]([CH:8]=[O:7])[CH2:10][CH2:11]2)=[N:20]1.